This data is from Choline transporter screen with 302,306 compounds. The task is: Binary Classification. Given a drug SMILES string, predict its activity (active/inactive) in a high-throughput screening assay against a specified biological target. The compound is S(CC(O)CN1CCN(CC1)c1ccccc1)c1ccc(F)cc1. The result is 0 (inactive).